The task is: Predict the product of the given reaction.. This data is from Forward reaction prediction with 1.9M reactions from USPTO patents (1976-2016). (1) The product is: [C:25]([C:29]1[CH:33]=[C:32]([NH:34][C:35]([NH:1][C:2]2[C:11]3[C:6](=[CH:7][CH:8]=[CH:9][CH:10]=3)[C:5]([O:12][C:13]3[C:22]4[N:21]=[C:20]([CH3:23])[C:19](=[O:24])[NH:18][C:17]=4[N:16]=[CH:15][CH:14]=3)=[CH:4][CH:3]=2)=[O:36])[N:31]([C:37]2[CH:42]=[CH:41][CH:40]=[CH:39][CH:38]=2)[N:30]=1)([CH3:28])([CH3:26])[CH3:27]. Given the reactants [NH2:1][C:2]1[C:11]2[C:6](=[CH:7][CH:8]=[CH:9][CH:10]=2)[C:5]([O:12][C:13]2[C:22]3[N:21]=[C:20]([CH3:23])[C:19](=[O:24])[NH:18][C:17]=3[N:16]=[CH:15][CH:14]=2)=[CH:4][CH:3]=1.[C:25]([C:29]1[CH:33]=[C:32]([N:34]=[C:35]=[O:36])[N:31]([C:37]2[CH:42]=[CH:41][CH:40]=[CH:39][CH:38]=2)[N:30]=1)([CH3:28])([CH3:27])[CH3:26], predict the reaction product. (2) Given the reactants [CH2:1]=[C:2]1[O:6][C:4](=[O:5])[CH2:3]1.[NH2:7][CH2:8][CH2:9][OH:10], predict the reaction product. The product is: [C:4]([NH:7][CH2:8][CH2:9][OH:10])(=[O:5])[CH2:3][C:2]([CH3:1])=[O:6]. (3) Given the reactants I[C:2]1[C:7]([O:8][CH3:9])=[CH:6][C:5]([O:10][CH3:11])=[CH:4][C:3]=1[O:12][CH3:13], predict the reaction product. The product is: [CH3:13][O:12][C:3]1[CH:4]=[C:5]([O:10][CH3:11])[CH:6]=[C:7]([O:8][CH3:9])[C:2]=1[C:2]1[C:7]([O:8][CH3:9])=[CH:6][C:5]([O:10][CH3:11])=[CH:4][C:3]=1[O:12][CH3:13].